This data is from Reaction yield outcomes from USPTO patents with 853,638 reactions. The task is: Predict the reaction yield, written as a fraction of the theoretical maximum amount of product (1.0 means a 100% yield; for example, 0.34 means a 34% yield). (1) The reactants are [NH2:1][C:2]1[CH:3]=[N:4][CH:5]=[CH:6][C:7]=1[CH3:8].C[Si](C)(C)[N-][Si](C)(C)C.[Na+].[C:19](O[C:19]([O:21][C:22]([CH3:25])([CH3:24])[CH3:23])=[O:20])([O:21][C:22]([CH3:25])([CH3:24])[CH3:23])=[O:20]. The catalyst is C1COCC1. The product is [CH3:8][C:7]1[CH:6]=[CH:5][N:4]=[CH:3][C:2]=1[NH:1][C:19](=[O:20])[O:21][C:22]([CH3:25])([CH3:24])[CH3:23]. The yield is 0.700. (2) The reactants are [CH3:1][C:2]([CH3:26])([CH3:25])[C@H:3]([N:11]1[CH2:15][CH2:14][N:13]([CH2:16][C:17]2[CH:22]=[CH:21][CH:20]=[C:19]([CH3:23])[N:18]=2)[C:12]1=[O:24])[C:4]([O:6]C(C)(C)C)=[O:5].FC(F)(F)C(O)=O. The catalyst is ClCCl. The product is [CH3:1][C:2]([CH3:26])([CH3:25])[C@H:3]([N:11]1[CH2:15][CH2:14][N:13]([CH2:16][C:17]2[CH:22]=[CH:21][CH:20]=[C:19]([CH3:23])[N:18]=2)[C:12]1=[O:24])[C:4]([OH:6])=[O:5]. The yield is 0.940.